From a dataset of Catalyst prediction with 721,799 reactions and 888 catalyst types from USPTO. Predict which catalyst facilitates the given reaction. (1) Reactant: Br[C:2]1[CH:10]=[CH:9][CH:8]=[C:7]2[C:3]=1[C:4]1([C:34]3[C:25](=[CH:26][C:27]4[O:32][CH2:31][CH2:30][O:29][C:28]=4[CH:33]=3)[O:24][CH2:23]1)[C:5](=[O:22])[N:6]2[CH2:11][C:12]1[C:17]([C:18]([F:21])([F:20])[F:19])=[CH:16][CH:15]=[CH:14][N:13]=1.CC(C)([O-])C.[Na+].C1(P(C2C=CC=CC=2)C2C=CC3C(=CC=CC=3)C=2C2C3C(=CC=CC=3)C=CC=2P(C2C=CC=CC=2)C2C=CC=CC=2)C=CC=CC=1.[CH2:87]([NH2:94])[C:88]1[CH:93]=[CH:92][CH:91]=[CH:90][CH:89]=1. Product: [CH2:87]([NH:94][C:2]1[CH:10]=[CH:9][CH:8]=[C:7]2[C:3]=1[C:4]1([C:34]3[C:25](=[CH:26][C:27]4[O:32][CH2:31][CH2:30][O:29][C:28]=4[CH:33]=3)[O:24][CH2:23]1)[C:5](=[O:22])[N:6]2[CH2:11][C:12]1[C:17]([C:18]([F:21])([F:20])[F:19])=[CH:16][CH:15]=[CH:14][N:13]=1)[C:88]1[CH:93]=[CH:92][CH:91]=[CH:90][CH:89]=1. The catalyst class is: 101. (2) The catalyst class is: 13. Product: [CH2:1]1[CH:5]2[CH2:6][NH:7][CH2:8][CH:4]2[CH2:3][N:2]1[C:16]([O:18][CH2:19][C:20]1[CH:25]=[CH:24][CH:23]=[CH:22][CH:21]=1)=[O:17]. Reactant: [CH2:1]1[CH:5]2[CH2:6][N:7](C(OC(C)(C)C)=O)[CH2:8][CH:4]2[CH2:3][N:2]1[C:16]([O:18][CH2:19][C:20]1[CH:25]=[CH:24][CH:23]=[CH:22][CH:21]=1)=[O:17].Cl.C([O-])([O-])=O.[K+].[K+].O.